From a dataset of Reaction yield outcomes from USPTO patents with 853,638 reactions. Predict the reaction yield, written as a fraction of the theoretical maximum amount of product (1.0 means a 100% yield; for example, 0.34 means a 34% yield). (1) The reactants are C([O:8][C:9]1[CH:14]=[CH:13][C:12]([CH2:15]/[C:16](/[C:23]2[CH:28]=[CH:27][CH:26]=[CH:25][N:24]=2)=[CH:17]/[C:18]([O:20][CH2:21][CH3:22])=[O:19])=[CH:11][CH:10]=1)C1C=CC=CC=1. The catalyst is [Pd].CCOC(C)=O.CC(O)C. The product is [OH:8][C:9]1[CH:10]=[CH:11][C:12]([CH2:15][CH:16]([C:23]2[CH:28]=[CH:27][CH:26]=[CH:25][N:24]=2)[CH2:17][C:18]([O:20][CH2:21][CH3:22])=[O:19])=[CH:13][CH:14]=1. The yield is 0.490. (2) The product is [NH2:1][C:4]1[CH:5]=[CH:6][C:7]2[CH2:13][CH2:12][C:11](=[O:14])[CH2:10][CH2:9][C:8]=2[CH:15]=1. The reactants are [N+:1]([C:4]1[CH:5]=[CH:6][C:7]2[CH2:13][CH2:12][C:11](=[O:14])[CH2:10][CH2:9][C:8]=2[CH:15]=1)([O-])=O.[H][H]. The yield is 0.970. The catalyst is CO.[Pd]. (3) The reactants are [CH3:1][C:2]1[N:6]([CH2:7][C:8]([F:11])([F:10])[F:9])[N:5]=[C:4]([C:12]2[CH:17]=[CH:16][CH:15]=[CH:14][CH:13]=2)[C:3]=1[N:18]=O.Cl. The catalyst is CCO.CO.[Zn]. The product is [CH3:1][C:2]1[N:6]([CH2:7][C:8]([F:11])([F:10])[F:9])[N:5]=[C:4]([C:12]2[CH:17]=[CH:16][CH:15]=[CH:14][CH:13]=2)[C:3]=1[NH2:18]. The yield is 0.994.